From a dataset of Forward reaction prediction with 1.9M reactions from USPTO patents (1976-2016). Predict the product of the given reaction. (1) Given the reactants [NH2:1][CH2:2][C@@H:3]1[C@H:8]([CH3:9])[CH2:7][CH2:6][CH2:5][N:4]1[C:10]([C:12]1[C:17]([N:18]2[N:22]=[CH:21][CH:20]=[N:19]2)=[CH:16][CH:15]=[C:14]([CH3:23])[N:13]=1)=[O:11].Br[C:25]1[C:30]([F:31])=[CH:29][C:28]([Cl:32])=[CH:27][N:26]=1, predict the reaction product. The product is: [Cl:32][C:28]1[CH:29]=[C:30]([F:31])[C:25]([NH:1][CH2:2][C@@H:3]2[C@H:8]([CH3:9])[CH2:7][CH2:6][CH2:5][N:4]2[C:10]([C:12]2[C:17]([N:18]3[N:22]=[CH:21][CH:20]=[N:19]3)=[CH:16][CH:15]=[C:14]([CH3:23])[N:13]=2)=[O:11])=[N:26][CH:27]=1. (2) Given the reactants [Cl-].[O:2]=[C:3]([C:6]1[CH:11]=[CH:10][CH:9]=[CH:8][CH:7]=1)[CH2:4][NH3+:5].C([O-])(O)=O.[Na+].[CH3:17][C:18]([O:21][C:22](O[C:22]([O:21][C:18]([CH3:20])([CH3:19])[CH3:17])=[O:23])=[O:23])([CH3:20])[CH3:19], predict the reaction product. The product is: [O:2]=[C:3]([C:6]1[CH:11]=[CH:10][CH:9]=[CH:8][CH:7]=1)[CH2:4][NH:5][C:22](=[O:23])[O:21][C:18]([CH3:20])([CH3:19])[CH3:17]. (3) Given the reactants [C:1]1([C:20]2[CH:25]=[CH:24][CH:23]=[CH:22][CH:21]=2)[CH:6]=[CH:5][CH:4]=[CH:3][C:2]=1[NH:7][S:8]([C:11]1[CH:19]=[CH:18][C:14]([C:15](O)=[O:16])=[CH:13][CH:12]=1)(=[O:10])=[O:9].[C:26]([O:30][C:31]([N:33]1[CH2:38][CH2:37][CH:36]([CH2:39][NH:40][C:41](=[O:44])[CH2:42][NH2:43])[CH2:35][CH2:34]1)=[O:32])([CH3:29])([CH3:28])[CH3:27], predict the reaction product. The product is: [C:26]([O:30][C:31]([N:33]1[CH2:38][CH2:37][CH:36]([CH2:39][NH:40][C:41](=[O:44])[CH2:42][NH:43][C:15](=[O:16])[C:14]2[CH:18]=[CH:19][C:11]([S:8](=[O:10])(=[O:9])[NH:7][C:2]3[CH:3]=[CH:4][CH:5]=[CH:6][C:1]=3[C:20]3[CH:21]=[CH:22][CH:23]=[CH:24][CH:25]=3)=[CH:12][CH:13]=2)[CH2:35][CH2:34]1)=[O:32])([CH3:29])([CH3:27])[CH3:28]. (4) Given the reactants [N+:1]([C:4]1[CH:9]=[CH:8][C:7]([C:10]([F:13])([F:12])[F:11])=[CH:6][C:5]=1[NH:14][CH:15]1[CH2:20][CH2:19][N:18]([C:21]([O:23][CH2:24][CH3:25])=[O:22])[CH2:17][CH2:16]1)([O-])=O, predict the reaction product. The product is: [NH2:1][C:4]1[CH:9]=[CH:8][C:7]([C:10]([F:12])([F:13])[F:11])=[CH:6][C:5]=1[NH:14][CH:15]1[CH2:20][CH2:19][N:18]([C:21]([O:23][CH2:24][CH3:25])=[O:22])[CH2:17][CH2:16]1. (5) Given the reactants [C:1]([C:4]1[CH:8]=[C:7]([C:9]([OH:11])=O)[NH:6][N:5]=1)(=[O:3])[CH3:2].CCN(C(C)C)C(C)C.C1C=CC2N(O)N=NC=2C=1.CCN=C=NCCCN(C)C.Cl.[NH2:43][CH2:44][CH2:45][N:46]1[CH:50]=[CH:49][C:48]([C:51]2[CH:58]=[CH:57][C:54]([C:55]#[N:56])=[C:53]([Cl:59])[CH:52]=2)=[N:47]1, predict the reaction product. The product is: [C:1]([C:4]1[CH:8]=[C:7]([C:9]([NH:43][CH2:44][CH2:45][N:46]2[CH:50]=[CH:49][C:48]([C:51]3[CH:58]=[CH:57][C:54]([C:55]#[N:56])=[C:53]([Cl:59])[CH:52]=3)=[N:47]2)=[O:11])[NH:6][N:5]=1)(=[O:3])[CH3:2]. (6) Given the reactants II.C([Si](C)(C)[O:8][CH2:9][C:10]1[CH:15]=[CH:14][C:13]([C:16]2([C:19]([F:22])([F:21])[F:20])[NH:18][NH:17]2)=[CH:12][CH:11]=1)(C)(C)C.C(O)(=O)CC(CC(O)=O)(C(O)=O)O.Cl.O1CCOCC1, predict the reaction product. The product is: [F:22][C:19]([F:20])([F:21])[C:16]1([C:13]2[CH:12]=[CH:11][C:10]([CH2:9][OH:8])=[CH:15][CH:14]=2)[N:17]=[N:18]1.